Dataset: hERG Central: cardiac toxicity at 1µM, 10µM, and general inhibition. Task: Predict hERG channel inhibition at various concentrations. (1) The molecule is CCOc1ccc(NC(=O)CN2CCN(CC(=O)Nc3ccccc3OC)CC2)cc1. Results: hERG_inhib (hERG inhibition (general)): blocker. (2) The compound is Cc1ccc(C(=O)CN(C(=O)c2ccc(Cl)cc2)N2C(=O)CCC2=O)cc1. Results: hERG_inhib (hERG inhibition (general)): blocker. (3) The molecule is O=C(CCC(=O)N1CCOc2ccc(Cl)cc21)NCCCN1CCC(Cc2ccccc2)CC1. Results: hERG_inhib (hERG inhibition (general)): blocker. (4) The drug is CCOc1ccc(N2CC(C(=O)N3CCc4ccccc4C3)CC2=O)cc1. Results: hERG_inhib (hERG inhibition (general)): blocker. (5) The molecule is Cc1ccc2nc(N3CCN(c4ccccc4F)CC3)c(C=O)c(=O)n2c1. Results: hERG_inhib (hERG inhibition (general)): blocker. (6) The compound is Cc1nnc(SCC(=O)N2c3ccccc3CC2C)s1. Results: hERG_inhib (hERG inhibition (general)): blocker. (7) The compound is C/C=C/c1ccc(OCCOCCOc2cccc3cccnc23)c(OC)c1. Results: hERG_inhib (hERG inhibition (general)): blocker. (8) The molecule is CN(CCOc1ccc(Cl)cc1)C(=O)c1ccc(S(=O)(=O)N2CCOCC2)cc1. Results: hERG_inhib (hERG inhibition (general)): blocker. (9) The drug is O=C(c1cc([N+](=O)[O-])ccc1Cl)N1CCN(c2ccc([N+](=O)[O-])cc2)CC1. Results: hERG_inhib (hERG inhibition (general)): blocker. (10) The drug is CCOC(=O)C1CCN(C(=O)c2ccc(OCC(=O)Nc3cccc(C(F)(F)F)c3)c(OC)c2)CC1. Results: hERG_inhib (hERG inhibition (general)): blocker.